This data is from Acute oral toxicity (LD50) regression data from Zhu et al.. The task is: Regression/Classification. Given a drug SMILES string, predict its toxicity properties. Task type varies by dataset: regression for continuous values (e.g., LD50, hERG inhibition percentage) or binary classification for toxic/non-toxic outcomes (e.g., AMES mutagenicity, cardiotoxicity, hepatotoxicity). Dataset: ld50_zhu. (1) The molecule is CN(Cc1ccccc1)N=O. The rat oral LD50 is 3.92, given as -log10 of the dose in mol/kg body weight (higher means more acutely toxic). (2) The molecule is O=C(O)C1CCC(C(=O)O)C1. The rat oral LD50 is 1.69, given as -log10 of the dose in mol/kg body weight (higher means more acutely toxic). (3) The drug is Cc1cc([N+](=O)[O-])ccc1S(=O)(=O)NCCO. The rat oral LD50 is 1.76, given as -log10 of the dose in mol/kg body weight (higher means more acutely toxic). (4) The molecule is O=NN(CCF)C(=O)NC1CCCCC1. The rat oral LD50 is 4.07, given as -log10 of the dose in mol/kg body weight (higher means more acutely toxic). (5) The compound is CCCCNC1(P(=O)(OCCCC)OCCCC)CCCCC1. The rat oral LD50 is 2.06, given as -log10 of the dose in mol/kg body weight (higher means more acutely toxic). (6) The rat oral LD50 is 2.03, given as -log10 of the dose in mol/kg body weight (higher means more acutely toxic). The drug is c1ccc(CNc2ncnc3c2NCN3)cc1. (7) The drug is O=c1oc2ccccc2c(O)c1C1CC(c2ccc(OCc3ccc(C(F)(F)F)cc3)cc2)Cc2ccccc21. The rat oral LD50 is 6.34, given as -log10 of the dose in mol/kg body weight (higher means more acutely toxic).